From a dataset of Reaction yield outcomes from USPTO patents with 853,638 reactions. Predict the reaction yield, written as a fraction of the theoretical maximum amount of product (1.0 means a 100% yield; for example, 0.34 means a 34% yield). (1) The reactants are [ClH:1].Cl.[NH2:3][CH:4]1[CH2:9][CH2:8][N:7]([CH2:10][CH2:11][N:12]2[C:17]3[CH:18]=[C:19]([O:22][CH3:23])[CH:20]=[CH:21][C:16]=3[N:15]=[N:14][C:13]2=[O:24])[CH2:6][CH2:5]1.C(N(CC)CC)C.[O:32]1[C:41]2[CH:40]=[C:39]([CH:42]=O)[N:38]=[CH:37][C:36]=2[O:35][CH2:34][CH2:33]1.[BH-](OC(C)=O)(OC(C)=O)OC(C)=O.[Na+].C([O-])(O)=O.[Na+]. The catalyst is C(Cl)(Cl)Cl.CO. The product is [ClH:1].[O:32]1[C:41]2[CH:40]=[C:39]([CH2:42][NH:3][CH:4]3[CH2:9][CH2:8][N:7]([CH2:10][CH2:11][N:12]4[C:17]5[CH:18]=[C:19]([O:22][CH3:23])[CH:20]=[CH:21][C:16]=5[N:15]=[N:14][C:13]4=[O:24])[CH2:6][CH2:5]3)[N:38]=[CH:37][C:36]=2[O:35][CH2:34][CH2:33]1. The yield is 0.510. (2) The reactants are [Cl:1][C:2]1[CH:7]=[CH:6][CH:5]=[CH:4][C:3]=1[S:8]([NH:11][C:12]1[C:17]([C:18]2[CH:23]=[CH:22][C:21]([CH2:24]Cl)=[CH:20][CH:19]=2)=[N:16][CH:15]=[CH:14][N:13]=1)(=[O:10])=[O:9].[CH2:26]([NH:33][C:34]1[CH:39]=[CH:38][CH:37]=[CH:36][N:35]=1)[C:27]1[CH:32]=[CH:31][CH:30]=[CH:29][CH:28]=1. No catalyst specified. The product is [CH2:26]([N:33]([CH2:24][C:21]1[CH:20]=[CH:19][C:18]([C:17]2[C:12]([NH:11][S:8]([C:3]3[CH:4]=[CH:5][CH:6]=[CH:7][C:2]=3[Cl:1])(=[O:10])=[O:9])=[N:13][CH:14]=[CH:15][N:16]=2)=[CH:23][CH:22]=1)[C:34]1[CH:39]=[CH:38][CH:37]=[CH:36][N:35]=1)[C:27]1[CH:28]=[CH:29][CH:30]=[CH:31][CH:32]=1. The yield is 0.350. (3) The product is [NH3:3].[Cl:29][C:30]1[CH:36]=[CH:35][C:33]([NH:34][C:2]2[C:11]3[C:6](=[CH:7][C:8]([O:14][CH2:15][C@@H:16]4[CH2:21][CH2:20][CH2:19][NH:18][CH2:17]4)=[C:9]([O:12][CH3:13])[CH:10]=3)[N:5]=[CH:4][N:3]=2)=[C:32]([F:37])[CH:31]=1. The catalyst is CC(O)C.O1CCOCC1.CO.ClCCl. The yield is 0.100. The reactants are Cl[C:2]1[C:11]2[C:6](=[CH:7][C:8]([O:14][CH2:15][C@@H:16]3[CH2:21][CH2:20][CH2:19][N:18](C(OC(C)(C)C)=O)[CH2:17]3)=[C:9]([O:12][CH3:13])[CH:10]=2)[N:5]=[CH:4][N:3]=1.[Cl:29][C:30]1[CH:36]=[CH:35][C:33]([NH2:34])=[C:32]([F:37])[CH:31]=1.Cl. (4) The reactants are [OH:1][CH:2]([C:6]1[CH:11]=[CH:10][C:9]([C:12]2[N:16]=[C:15]([C:17]3[O:21][N:20]=[C:19]([C:22]4[CH:27]=[CH:26][CH:25]=[CH:24][CH:23]=4)[C:18]=3[C:28]([F:31])([F:30])[F:29])[O:14][N:13]=2)=[CH:8][CH:7]=1)[C:3](O)=[O:4].[NH2:32][C@@H:33]([CH3:36])[C:34]#[N:35].CN1CCOCC1.CN(C(ON1N=NC2C=CC=NC1=2)=[N+](C)C)C.F[P-](F)(F)(F)(F)F. The catalyst is CN(C=O)C. The product is [C:34]([C@@H:33]([NH:32][C:3](=[O:4])[CH:2]([OH:1])[C:6]1[CH:7]=[CH:8][C:9]([C:12]2[N:16]=[C:15]([C:17]3[O:21][N:20]=[C:19]([C:22]4[CH:23]=[CH:24][CH:25]=[CH:26][CH:27]=4)[C:18]=3[C:28]([F:30])([F:31])[F:29])[O:14][N:13]=2)=[CH:10][CH:11]=1)[CH3:36])#[N:35]. The yield is 0.273. (5) The product is [Cl-:1].[Cl:7][N:8]([Cl:1])[C:9]([CH3:19])([CH3:18])[CH2:10][N+:11]1([CH3:17])[CH2:12][CH2:13][O:14][CH2:15][CH2:16]1. The reactants are [Cl:1]OC(C)(C)C.[Cl-:7].[NH2:8][C:9]([CH3:19])([CH3:18])[CH2:10][N+:11]1([CH3:17])[CH2:16][CH2:15][O:14][CH2:13][CH2:12]1. The yield is 0.130. The catalyst is CO. (6) The reactants are [OH:1][C:2]1[CH:7]=[CH:6][C:5]([N:8]2[C:12]3[CH:13]=[CH:14][CH:15]=[CH:16][C:11]=3[C:10](=[N:17][C:18]3[CH:23]=[CH:22][CH:21]=[C:20]([C:24]([F:27])([F:26])[F:25])[CH:19]=3)[C:9]2=[O:28])=[CH:4][CH:3]=1.C([O-])([O-])=O.[K+].[K+].[Br:35][CH2:36][CH2:37][CH2:38]Br.CCOC(C)=O. The catalyst is CN(C=O)C. The product is [Br:35][CH2:36][CH2:37][CH2:38][O:1][C:2]1[CH:7]=[CH:6][C:5]([N:8]2[C:12]3[CH:13]=[CH:14][CH:15]=[CH:16][C:11]=3[C:10](=[N:17][C:18]3[CH:23]=[CH:22][CH:21]=[C:20]([C:24]([F:27])([F:25])[F:26])[CH:19]=3)[C:9]2=[O:28])=[CH:4][CH:3]=1. The yield is 0.450. (7) The reactants are [CH3:1][N:2]1[C:6]([C:7](=[N:14][O:15][CH2:16][C:17]2[N:22]=[C:21]([CH2:23][N:24]3C(=O)C4C(=CC=CC=4)C3=O)[CH:20]=[CH:19][CH:18]=2)[C:8]2[CH:13]=[CH:12][CH:11]=[CH:10][CH:9]=2)=[N:5][N:4]=[N:3]1.O.NN. The catalyst is C1COCC1. The product is [CH3:1][N:2]1[C:6]([C:7](=[N:14][O:15][CH2:16][C:17]2[N:22]=[C:21]([CH2:23][NH2:24])[CH:20]=[CH:19][CH:18]=2)[C:8]2[CH:9]=[CH:10][CH:11]=[CH:12][CH:13]=2)=[N:5][N:4]=[N:3]1. The yield is 0.930.